Dataset: Peptide-MHC class II binding affinity with 134,281 pairs from IEDB. Task: Regression. Given a peptide amino acid sequence and an MHC pseudo amino acid sequence, predict their binding affinity value. This is MHC class II binding data. (1) The binding affinity (normalized) is 0.617. The peptide sequence is YDKFLANVSTVLTCK. The MHC is DRB1_1001 with pseudo-sequence DRB1_1001. (2) The binding affinity (normalized) is 0.425. The peptide sequence is SPIINREGKVVGLYG. The MHC is DRB1_1501 with pseudo-sequence DRB1_1501. (3) The peptide sequence is AAAQKEVSGVKGFTL. The MHC is HLA-DQA10201-DQB10402 with pseudo-sequence HLA-DQA10201-DQB10402. The binding affinity (normalized) is 0.303. (4) The peptide sequence is AAEQLWVTVYYGVPVWK. The MHC is HLA-DQA10501-DQB10301 with pseudo-sequence HLA-DQA10501-DQB10301. The binding affinity (normalized) is 0.664. (5) The MHC is DRB4_0101 with pseudo-sequence DRB4_0103. The binding affinity (normalized) is 0.246. The peptide sequence is MIVDTISDFRAAIAN. (6) The peptide sequence is SAALGPLIEGNTSLL. The MHC is HLA-DQA10501-DQB10402 with pseudo-sequence HLA-DQA10501-DQB10402. The binding affinity (normalized) is 0. (7) The peptide sequence is FWRGENGRKTRSAYE. The MHC is DRB1_0401 with pseudo-sequence DRB1_0401. The binding affinity (normalized) is 0.106. (8) The peptide sequence is AGSYAADLGYGPATP. The MHC is HLA-DPA10301-DPB10402 with pseudo-sequence HLA-DPA10301-DPB10402. The binding affinity (normalized) is 0.0105. (9) The peptide sequence is LPINALSNSLLRHHNLVYST. The MHC is DRB1_0802 with pseudo-sequence DRB1_0802. The binding affinity (normalized) is 0.137.